This data is from Forward reaction prediction with 1.9M reactions from USPTO patents (1976-2016). The task is: Predict the product of the given reaction. (1) Given the reactants [OH:1][C:2]1[CH:15]=[CH:14][C:5]([C:6]([C:8]2[CH:13]=[CH:12][CH:11]=[CH:10][CH:9]=2)=[O:7])=[CH:4][CH:3]=1.C(=O)([O-])[O-].[K+].[K+].[CH3:22][O:23][C:24]([C:26]1[O:27][C:28]([CH2:31]Cl)=[CH:29][CH:30]=1)=[O:25], predict the reaction product. The product is: [C:6]([C:5]1[CH:4]=[CH:3][C:2]([O:1][CH2:31][C:28]2[O:27][C:26]([C:24]([O:23][CH3:22])=[O:25])=[CH:30][CH:29]=2)=[CH:15][CH:14]=1)(=[O:7])[C:8]1[CH:13]=[CH:12][CH:11]=[CH:10][CH:9]=1. (2) Given the reactants [CH:1]1([CH2:4][CH2:5][NH:6][C:7]([C:9]2[N:10]=[N:11][C:12](Cl)=[CH:13][CH:14]=2)=[O:8])[CH2:3][CH2:2]1.[C:16]([N:23]1[CH2:26][CH:25]([NH2:27])[CH2:24]1)([O:18][C:19]([CH3:22])([CH3:21])[CH3:20])=[O:17].N12CCCN=C1CCCCC2, predict the reaction product. The product is: [C:19]([O:18][C:16]([N:23]1[CH2:26][CH:25]([NH:27][C:12]2[N:11]=[N:10][C:9]([C:7](=[O:8])[NH:6][CH2:5][CH2:4][CH:1]3[CH2:3][CH2:2]3)=[CH:14][CH:13]=2)[CH2:24]1)=[O:17])([CH3:22])([CH3:20])[CH3:21]. (3) The product is: [CH2:1]1[C:9]2[C:4](=[CH:5][CH:6]=[CH:7][CH:8]=2)[CH2:3][CH:2]1[NH:11][CH:12]1[CH2:15][N:14]([C:16](=[O:31])[CH2:17][C:18]2[CH:19]=[CH:20][C:21]([O:24][C:25]3[CH:26]=[CH:27][CH:28]=[CH:29][CH:30]=3)=[CH:22][CH:23]=2)[CH2:13]1. Given the reactants [CH2:1]1[C:9]2[C:4](=[CH:5][CH:6]=[CH:7][CH:8]=2)[CH2:3][C:2]1=O.[NH2:11][CH:12]1[CH2:15][N:14]([C:16](=[O:31])[CH2:17][C:18]2[CH:23]=[CH:22][C:21]([O:24][C:25]3[CH:30]=[CH:29][CH:28]=[CH:27][CH:26]=3)=[CH:20][CH:19]=2)[CH2:13]1.C([BH3-])#N.[Na+], predict the reaction product. (4) Given the reactants [NH2:1][C:2]1[CH:10]=[N:9][CH:8]=[CH:7][C:3]=1[C:4]([OH:6])=[O:5].[C:11]1(C)C=CC=CC=1.C[Si](C=[N+]=[N-])(C)C, predict the reaction product. The product is: [CH3:11][O:5][C:4](=[O:6])[C:3]1[CH:7]=[CH:8][N:9]=[CH:10][C:2]=1[NH2:1].